From a dataset of Full USPTO retrosynthesis dataset with 1.9M reactions from patents (1976-2016). Predict the reactants needed to synthesize the given product. (1) The reactants are: [CH3:1][O:2][C:3]([O:12][CH3:13])([CH3:11])[C:4](=[O:10])[CH2:5][C:6]([O:8][CH3:9])=[O:7].C([O-])([O-])=O.[K+].[K+].Br[CH2:21][C:22]([C:24]1[CH:33]=[CH:32][CH:31]=[C:30]2[C:25]=1[N:26]=[C:27]([NH:35][C:36]([CH3:39])([CH3:38])[CH3:37])[C:28]([CH3:34])=[N:29]2)=[O:23]. Given the product [C:36]([NH:35][C:27]1[C:28]([CH3:34])=[N:29][C:30]2[C:25]([N:26]=1)=[C:24]([C:22](=[O:23])[CH2:21][CH:5]([C:4](=[O:10])[C:3]([O:2][CH3:1])([O:12][CH3:13])[CH3:11])[C:6]([O:8][CH3:9])=[O:7])[CH:33]=[CH:32][CH:31]=2)([CH3:39])([CH3:38])[CH3:37], predict the reactants needed to synthesize it. (2) Given the product [CH3:12][C:8]1([CH3:13])[CH2:7][C:5]2[N:6]=[C:2]([NH:1][C:15](=[O:16])[CH3:14])[S:3][C:4]=2[C:10](=[O:11])[CH2:9]1, predict the reactants needed to synthesize it. The reactants are: [NH2:1][C:2]1[S:3][C:4]2[C:10](=[O:11])[CH2:9][C:8]([CH3:13])([CH3:12])[CH2:7][C:5]=2[N:6]=1.[CH3:14][C:15](OC(C)=O)=[O:16]. (3) Given the product [CH3:1][N:2]([CH2:21][C:22]([F:25])([F:24])[F:23])[C:3]1[CH:8]=[CH:7][CH:6]=[CH:5][CH:4]=1, predict the reactants needed to synthesize it. The reactants are: [CH3:1][NH:2][C:3]1[CH:8]=[CH:7][CH:6]=[CH:5][CH:4]=1.C(=O)([O-])[O-].[K+].[K+].FC(F)(F)S(O[CH2:21][C:22]([F:25])([F:24])[F:23])(=O)=O. (4) Given the product [O:19]([CH2:26][CH2:27][O:16][C:13]1[CH:12]=[CH:11][C:10]([C:9]([NH:8][CH2:7][C:6]([OH:5])=[O:18])=[O:17])=[CH:15][CH:14]=1)[C:20]1[CH:25]=[CH:24][CH:23]=[CH:22][CH:21]=1, predict the reactants needed to synthesize it. The reactants are: C([O:5][C:6](=[O:18])[CH2:7][NH:8][C:9](=[O:17])[C:10]1[CH:15]=[CH:14][C:13]([OH:16])=[CH:12][CH:11]=1)(C)(C)C.[O:19]([CH2:26][CH2:27]O)[C:20]1[CH:25]=[CH:24][CH:23]=[CH:22][CH:21]=1. (5) Given the product [CH2:36]([N:17]([CH:14]([C:6]1[CH:7]=[C:8]([N+:11]([O-:13])=[O:12])[CH:9]=[CH:10][C:5]=1[S:4][CH:1]1[CH2:3][CH2:2]1)[CH:15]=[CH2:16])[S@:18]([C:20]([CH3:23])([CH3:22])[CH3:21])=[O:19])[CH:35]=[CH2:34], predict the reactants needed to synthesize it. The reactants are: [CH:1]1([S:4][C:5]2[CH:10]=[CH:9][C:8]([N+:11]([O-:13])=[O:12])=[CH:7][C:6]=2[CH:14]([NH:17][S@:18]([C:20]([CH3:23])([CH3:22])[CH3:21])=[O:19])[CH:15]=[CH2:16])[CH2:3][CH2:2]1.C[Si]([N-][Si](C)(C)C)(C)C.[Li+].[CH2:34](Br)[CH:35]=[CH2:36]. (6) Given the product [CH:26]([C:23]1[CH:22]=[CH:21][C:20]([CH2:19][NH:18][C:17]([C@H:9]2[CH2:10][N:11]([C:14](=[O:16])[CH3:15])[CH2:12][CH2:13][NH:8]2)=[O:29])=[CH:25][CH:24]=1)([CH3:28])[CH3:27], predict the reactants needed to synthesize it. The reactants are: C(OC([N:8]1[CH2:13][CH2:12][N:11]([C:14](=[O:16])[CH3:15])[CH2:10][C@@H:9]1[C:17](=[O:29])[NH:18][CH2:19][C:20]1[CH:25]=[CH:24][C:23]([CH:26]([CH3:28])[CH3:27])=[CH:22][CH:21]=1)=O)(C)(C)C.Cl.O1CCOCC1. (7) Given the product [C:4]([C:3]1[CH:6]=[CH:7][CH:8]=[CH:9][C:2]=1[N:1]1[CH:12]=[CH:16][CH:15]=[CH:14]1)#[N:5], predict the reactants needed to synthesize it. The reactants are: [NH2:1][C:2]1[CH:9]=[CH:8][CH:7]=[CH:6][C:3]=1[C:4]#[N:5].CO[CH:12]1[CH2:16][CH2:15][CH:14](OC)O1.C(O)(=O)C. (8) Given the product [CH2:10]([NH:16][C:2]1[CH:7]=[CH:6][CH:5]=[C:4]([O:8][CH3:9])[CH:3]=1)[CH2:11][CH2:12][CH2:13][CH2:14][CH3:15], predict the reactants needed to synthesize it. The reactants are: Cl[C:2]1[CH:3]=[C:4]([O:8][CH3:9])[CH:5]=[CH:6][CH:7]=1.[CH2:10]([NH2:16])[CH2:11][CH2:12][CH2:13][CH2:14][CH3:15].CC(C)([O-])C.[Na+].